This data is from Catalyst prediction with 721,799 reactions and 888 catalyst types from USPTO. The task is: Predict which catalyst facilitates the given reaction. Reactant: [Cl:1][C:2]1[CH:7]=[CH:6][C:5]([CH:8]([C:26]2[CH:31]=[CH:30][C:29]([Cl:32])=[CH:28][CH:27]=2)[C:9]2[CH:10]=[C:11]3[C:16](=[CH:17][CH:18]=2)[N:15]=[CH:14][N:13]=[C:12]3[NH:19][CH:20]2[CH2:25][CH2:24][NH:23][CH2:22][CH2:21]2)=[CH:4][CH:3]=1.O=[CH:34][CH2:35][C:36]1[CH:45]=[CH:44][C:39]([C:40]([O:42][CH3:43])=[O:41])=[CH:38][CH:37]=1.CO.[BH3-]C#N.[Na+]. Product: [Cl:1][C:2]1[CH:7]=[CH:6][C:5]([CH:8]([C:26]2[CH:27]=[CH:28][C:29]([Cl:32])=[CH:30][CH:31]=2)[C:9]2[CH:10]=[C:11]3[C:16](=[CH:17][CH:18]=2)[N:15]=[CH:14][N:13]=[C:12]3[NH:19][CH:20]2[CH2:21][CH2:22][N:23]([CH2:34][CH2:35][C:36]3[CH:45]=[CH:44][C:39]([C:40]([O:42][CH3:43])=[O:41])=[CH:38][CH:37]=3)[CH2:24][CH2:25]2)=[CH:4][CH:3]=1. The catalyst class is: 15.